This data is from Full USPTO retrosynthesis dataset with 1.9M reactions from patents (1976-2016). The task is: Predict the reactants needed to synthesize the given product. Given the product [N:13]1([CH2:12][CH2:11][NH:10][C:7]2[CH:6]=[CH:5][C:4]([NH2:1])=[CH:9][CH:8]=2)[CH2:17][CH2:16][CH2:15][CH2:14]1, predict the reactants needed to synthesize it. The reactants are: [N+:1]([C:4]1[CH:9]=[CH:8][C:7]([NH:10][CH2:11][CH2:12][N:13]2[CH2:17][CH2:16][CH2:15][CH2:14]2)=[CH:6][CH:5]=1)([O-])=O.O.NN.